From a dataset of Catalyst prediction with 721,799 reactions and 888 catalyst types from USPTO. Predict which catalyst facilitates the given reaction. (1) Reactant: [OH:1][CH:2]1[CH2:7][CH2:6][CH2:5][CH:4]([N:8]2[C:16](=[O:17])[C:15]3[C:10](=[CH:11][CH:12]=[CH:13][CH:14]=3)[C:9]2=[O:18])[CH2:3]1.C(OC(=O)C)=C. Product: [OH:1][C@@H:2]1[CH2:7][CH2:6][CH2:5][C@H:4]([N:8]2[C:9](=[O:18])[C:10]3[C:15](=[CH:14][CH:13]=[CH:12][CH:11]=3)[C:16]2=[O:17])[CH2:3]1. The catalyst class is: 1. (2) Reactant: FC(F)(F)S(O[C:7]1[CH:12]=[CH:11][CH:10]=[C:9]([N:13]2[CH2:18][CH2:17][O:16][CH2:15][CH2:14]2)[CH:8]=1)(=O)=O.B1(B2OC(C)(C)C(C)(C)O2)OC(C)(C)C(C)(C)O1.C([O-])(=O)C.[K+].[ClH:44].[N:45]12[CH2:52][CH2:51][CH:48]([CH2:49][CH2:50]1)[C@@H:47]([NH:53][C:54]([C:56]1[S:57][C:58]3[C:64](Br)=[CH:63][CH:62]=[CH:61][C:59]=3[CH:60]=1)=[O:55])[CH2:46]2.C(=O)([O-])[O-].[Na+].[Na+]. Product: [ClH:44].[N:45]12[CH2:50][CH2:49][CH:48]([CH2:51][CH2:52]1)[C@@H:47]([NH:53][C:54]([C:56]1[S:57][C:58]3[C:64]([C:7]4[CH:12]=[CH:11][CH:10]=[C:9]([N:13]5[CH2:14][CH2:15][O:16][CH2:17][CH2:18]5)[CH:8]=4)=[CH:63][CH:62]=[CH:61][C:59]=3[CH:60]=1)=[O:55])[CH2:46]2. The catalyst class is: 151.